From a dataset of Reaction yield outcomes from USPTO patents with 853,638 reactions. Predict the reaction yield, written as a fraction of the theoretical maximum amount of product (1.0 means a 100% yield; for example, 0.34 means a 34% yield). (1) The reactants are [CH:1]1([CH:7]([OH:9])[CH3:8])[CH2:6][CH2:5][CH2:4][CH2:3][CH2:2]1.[H-].[Na+].Cl[C:13]1[CH:14]=[CH:15][C:16]2[CH2:17][N:18]([C:24]([O:26][C:27]([CH3:30])([CH3:29])[CH3:28])=[O:25])[CH2:19][CH2:20][O:21][C:22]=2[N:23]=1.O. The catalyst is C1(C)C=CC=CC=1.C1C=CC(/C=C/C(/C=C/C2C=CC=CC=2)=O)=CC=1.C1C=CC(/C=C/C(/C=C/C2C=CC=CC=2)=O)=CC=1.C1C=CC(/C=C/C(/C=C/C2C=CC=CC=2)=O)=CC=1.[Pd].[Pd].C1C=CC(P(C2C(C3C(P(C4C=CC=CC=4)C4C=CC=CC=4)=CC=C4C=3C=CC=C4)=C3C(C=CC=C3)=CC=2)C2C=CC=CC=2)=CC=1. The product is [CH:1]1([CH:7]([O:9][C:13]2[CH:14]=[CH:15][C:16]3[CH2:17][N:18]([C:24]([O:26][C:27]([CH3:30])([CH3:29])[CH3:28])=[O:25])[CH2:19][CH2:20][O:21][C:22]=3[N:23]=2)[CH3:8])[CH2:6][CH2:5][CH2:4][CH2:3][CH2:2]1. The yield is 0.740. (2) The reactants are O[CH2:2][C:3]1[CH:14]=[N:13][C:6]2[N:7]([CH3:12])[CH2:8][C:9](=[O:11])[NH:10][C:5]=2[CH:4]=1.[I-].C(C[P+](C)(C)C)#N.C(N(C(C)C)C(C)C)C.Cl.[Cl:33][C:34]1[CH:39]=[CH:38][C:37]([C:40]2[CH2:41][CH2:42][NH:43][CH2:44][CH:45]=2)=[CH:36][CH:35]=1. The catalyst is C(#N)CC.O. The product is [Cl:33][C:34]1[CH:39]=[CH:38][C:37]([C:40]2[CH2:45][CH2:44][N:43]([CH2:2][C:3]3[CH:14]=[N:13][C:6]4[N:7]([CH3:12])[CH2:8][C:9](=[O:11])[NH:10][C:5]=4[CH:4]=3)[CH2:42][CH:41]=2)=[CH:36][CH:35]=1. The yield is 0.190.